From a dataset of Reaction yield outcomes from USPTO patents with 853,638 reactions. Predict the reaction yield, written as a fraction of the theoretical maximum amount of product (1.0 means a 100% yield; for example, 0.34 means a 34% yield). The reactants are [F:1][C:2]([F:11])([F:10])[C:3]1[CH:9]=[CH:8][C:6]([NH2:7])=[CH:5][CH:4]=1.C(N(CC)CC)C.[Cl-].ClC1N(C)CC[NH+]1C.[CH3:28][O:29][C:30]1[C:31](=[O:54])[C:32]([CH3:53])=[C:33]([CH2:39][C:40]2[C:41]([O:49][C:50](=[O:52])[CH3:51])=[C:42]([CH:46]=[CH:47][CH:48]=2)[C:43](O)=[O:44])[C:34](=[O:38])[C:35]=1[O:36][CH3:37]. The catalyst is C(Cl)Cl. The product is [CH3:28][O:29][C:30]1[C:31](=[O:54])[C:32]([CH3:53])=[C:33]([CH2:39][C:40]2[C:41]([O:49][C:50](=[O:52])[CH3:51])=[C:42]([CH:46]=[CH:47][CH:48]=2)[C:43]([NH:7][C:6]2[CH:8]=[CH:9][C:3]([C:2]([F:10])([F:11])[F:1])=[CH:4][CH:5]=2)=[O:44])[C:34](=[O:38])[C:35]=1[O:36][CH3:37]. The yield is 0.510.